This data is from Catalyst prediction with 721,799 reactions and 888 catalyst types from USPTO. The task is: Predict which catalyst facilitates the given reaction. (1) The catalyst class is: 83. Reactant: [CH3:1][C:2]1[S:3][C:4]([CH3:30])=[CH:5][C:6]=1[C:7]1[C:8]([F:29])=[C:9]([CH:26]=[CH:27][CH:28]=1)[CH2:10][NH:11][C:12]1[CH:25]=[CH:24][C:15]2[C@H:16]([CH2:19][C:20]([O:22]C)=[O:21])[CH2:17][O:18][C:14]=2[CH:13]=1.[OH-].[Na+]. Product: [CH3:1][C:2]1[S:3][C:4]([CH3:30])=[CH:5][C:6]=1[C:7]1[C:8]([F:29])=[C:9]([CH:26]=[CH:27][CH:28]=1)[CH2:10][NH:11][C:12]1[CH:25]=[CH:24][C:15]2[C@H:16]([CH2:19][C:20]([OH:22])=[O:21])[CH2:17][O:18][C:14]=2[CH:13]=1. (2) Reactant: Cl.[NH2:2][C@H:3]1[CH2:10][CH2:9][CH2:8][NH:7][C:5](=[O:6])[CH2:4]1.C([O-])([O-])=O.[Na+].[Na+].[CH2:17]([S:27](Cl)(=[O:29])=[O:28])[CH2:18][CH2:19][CH2:20][CH2:21][CH2:22][CH2:23][CH2:24][CH2:25][CH3:26]. Product: [CH2:17]([S:27]([NH:2][C@H:3]1[CH2:10][CH2:9][CH2:8][NH:7][C:5](=[O:6])[CH2:4]1)(=[O:29])=[O:28])[CH2:18][CH2:19][CH2:20][CH2:21][CH2:22][CH2:23][CH2:24][CH2:25][CH3:26]. The catalyst class is: 229. (3) Reactant: [CH3:1][C:2]1[CH:3]=[C:4]([CH:8]=[CH:9][C:10]=1[N+:11]([O-:13])=[O:12])[C:5](O)=O.C(C1NC=CN=1)(C1NC=CN=1)=O.[CH2:26]([NH:28][NH:29][C:30](=[NH:37])[C:31]1[CH:36]=[CH:35][CH:34]=[N:33][CH:32]=1)[CH3:27].N1C=CC=CC=1. Product: [CH2:26]([N:28]1[C:5]([C:4]2[CH:8]=[CH:9][C:10]([N+:11]([O-:13])=[O:12])=[C:2]([CH3:1])[CH:3]=2)=[N:37][C:30]([C:31]2[CH:32]=[N:33][CH:34]=[CH:35][CH:36]=2)=[N:29]1)[CH3:27]. The catalyst class is: 1. (4) Reactant: [CH3:1][C:2]1([CH3:10])[O:9][C:7](=[O:8])[CH2:6][C:4](=[O:5])[O:3]1.[CH2:11](OC(OCC)OCC)C.[F:21][C:22]1[CH:23]=[C:24]([CH:26]=[C:27]([F:29])[CH:28]=1)[NH2:25]. Product: [F:21][C:22]1[CH:23]=[C:24]([NH:25][CH:11]=[C:6]2[C:7](=[O:8])[O:9][C:2]([CH3:10])([CH3:1])[O:3][C:4]2=[O:5])[CH:26]=[C:27]([F:29])[CH:28]=1. The catalyst class is: 81. (5) Reactant: I[Si](C)(C)C.C[O:7][C:8]1[N:15]=[CH:14][CH:13]=[CH:12][C:9]=1[CH:10]=[O:11].[CH2:16](I)[CH3:17]. Product: [CH2:16]([N:15]1[CH:14]=[CH:13][CH:12]=[C:9]([CH:10]=[O:11])[C:8]1=[O:7])[CH3:17]. The catalyst class is: 22. (6) Reactant: [NH2:1][C:2]1[CH:11]=[CH:10][C:9]([Br:12])=[CH:8][C:3]=1[C:4]([O:6]C)=O.[CH2:13]([O:15][CH2:16][C:17](OCC)=[O:18])[CH3:14].C[Si]([N-][Si](C)(C)C)(C)C.[K+].CO. Product: [Br:12][C:9]1[CH:8]=[C:3]2[C:2](=[CH:11][CH:10]=1)[NH:1][C:17](=[O:18])[C:16]([O:15][CH2:13][CH3:14])=[C:4]2[OH:6]. The catalyst class is: 1. (7) Reactant: [ClH:1].[NH2:2][C:3]([CH:5]1[CH2:10][CH2:9][CH:8]([NH:11]C(=O)OC(C)(C)C)[CH2:7][CH2:6]1)=[O:4]. Product: [ClH:1].[NH2:11][CH:8]1[CH2:9][CH2:10][CH:5]([C:3]([NH2:2])=[O:4])[CH2:6][CH2:7]1. The catalyst class is: 12. (8) Reactant: [O:1]1[CH2:6][CH2:5][CH:4]([C:7]#[N:8])[CH2:3][CH2:2]1.[CH3:9][Si](C)(C)[N-][Si](C)(C)C.[Li+].CI. Product: [CH3:9][C:4]1([CH2:7][NH2:8])[CH2:5][CH2:6][O:1][CH2:2][CH2:3]1. The catalyst class is: 1.